From a dataset of Forward reaction prediction with 1.9M reactions from USPTO patents (1976-2016). Predict the product of the given reaction. (1) Given the reactants [Cl:1][C:2]1[C:3]([Cl:33])=[CH:4][C:5]2[C:6]3[CH2:23][CH2:22][C:21]([C:29]([F:32])([F:31])[F:30])([O:24][Si](C)(C)C)[C:7]=3[N:8](S(C3C=CC(C)=CC=3)(=O)=O)[C:9]=2[CH:10]=1.[OH-].[K+], predict the reaction product. The product is: [Cl:1][C:2]1[C:3]([Cl:33])=[CH:4][C:5]2[C:6]3[CH2:23][CH2:22][C:21]([C:29]([F:31])([F:30])[F:32])([OH:24])[C:7]=3[NH:8][C:9]=2[CH:10]=1. (2) Given the reactants O.[Cl:2][C:3]1[N:8]=[C:7]([Cl:9])[C:6]([C:10]2[CH:15]=[CH:14][CH:13]=[CH:12][C:11]=2[S:16]C)=[CH:5][N:4]=1.[C:18]([Cl:22])(Cl)([Cl:20])[Cl:19], predict the reaction product. The product is: [Cl:2][C:3]1[N:8]=[C:7]([Cl:9])[C:6]([C:10]2[CH:15]=[CH:14][CH:13]=[CH:12][C:11]=2[S:16][C:18]([Cl:22])([Cl:20])[Cl:19])=[CH:5][N:4]=1. (3) Given the reactants C([O-])([O-])=O.[Cs+].[Cs+].[OH:7][C:8]1[CH:9]=[C:10]2[C:15](=[CH:16][CH:17]=1)[C:14]([C:18]([OH:20])=[O:19])=[CH:13][CH:12]=[CH:11]2.[CH:21]1[C:25]2[C:26](Cl)=[N:27][CH:28]=[N:29][C:24]=2[NH:23][CH:22]=1.Cl, predict the reaction product. The product is: [N:29]1[C:24]2[NH:23][CH:22]=[CH:21][C:25]=2[C:26]([O:7][C:8]2[CH:9]=[C:10]3[C:15](=[CH:16][CH:17]=2)[C:14]([C:18]([OH:20])=[O:19])=[CH:13][CH:12]=[CH:11]3)=[N:27][CH:28]=1. (4) Given the reactants [F:1][C:2]1[CH:7]=[C:6]([I:8])[CH:5]=[CH:4][C:3]=1[NH:9][C:10]1[CH:18]=[N:17][CH:16]=[CH:15][C:11]=1[C:12]([OH:14])=O.N1(C(N2C=CN=C2)=O)C=CN=C1.[CH2:31]([O:33][C:34](=[O:39])[C:35]([NH:37]O)=[NH:36])[CH3:32], predict the reaction product. The product is: [CH2:31]([O:33][C:34]([C:35]1[N:37]=[C:12]([C:11]2[CH:15]=[CH:16][N:17]=[CH:18][C:10]=2[NH:9][C:3]2[CH:4]=[CH:5][C:6]([I:8])=[CH:7][C:2]=2[F:1])[O:14][N:36]=1)=[O:39])[CH3:32]. (5) Given the reactants [Br:1][C:2]1[CH:7]=[CH:6][C:5]([C@@H:8]([O:13][C:14]2[CH:19]=[C:18](Cl)[N:17]=[C:16]([NH2:21])[N:15]=2)[C:9]([F:12])([F:11])[F:10])=[C:4]([N:22]2[CH:26]=[CH:25][C:24]([CH3:27])=[N:23]2)[CH:3]=1.[CH2:28]1[C:32]2([CH2:37][CH2:36][NH:35][CH2:34][CH2:33]2)[CH2:31][C@@H:30]([C:38]([O:40][CH2:41][CH3:42])=[O:39])[N:29]1[C:43]([O:45][CH2:46][C:47]1[CH:52]=[CH:51][CH:50]=[CH:49][CH:48]=1)=[O:44].C([O-])([O-])=O.[Na+].[Na+], predict the reaction product. The product is: [NH2:21][C:16]1[N:17]=[C:18]([N:35]2[CH2:34][CH2:33][C:32]3([CH2:28][N:29]([C:43]([O:45][CH2:46][C:47]4[CH:48]=[CH:49][CH:50]=[CH:51][CH:52]=4)=[O:44])[C@H:30]([C:38]([O:40][CH2:41][CH3:42])=[O:39])[CH2:31]3)[CH2:37][CH2:36]2)[CH:19]=[C:14]([O:13][C@H:8]([C:5]2[CH:6]=[CH:7][C:2]([Br:1])=[CH:3][C:4]=2[N:22]2[CH:26]=[CH:25][C:24]([CH3:27])=[N:23]2)[C:9]([F:12])([F:11])[F:10])[N:15]=1. (6) Given the reactants [CH3:1][O:2][C:3]([C:5]1[C:6]2[C:7](=[O:17])[NH:8][C:9]([CH2:15]Cl)=[N:10][C:11]=2[CH:12]=[CH:13][CH:14]=1)=[O:4].[NH:18]1[CH2:23][CH2:22][NH:21][CH2:20][CH2:19]1.[NH:24]1[CH2:30][CH2:29][CH2:28][NH:27][CH2:26][CH2:25]1, predict the reaction product. The product is: [CH3:1][O:2][C:3]([C:5]1[C:6]2[C:7](=[O:17])[NH:8][C:9]([CH2:15][N:18]3[CH2:23][CH2:22][NH:21][CH2:20][CH2:19]3)=[N:10][C:11]=2[CH:12]=[CH:13][CH:14]=1)=[O:4].[CH3:1][O:2][C:3]([C:5]1[C:6]2[C:7](=[O:17])[NH:8][C:9]([CH2:15][N:24]3[CH2:30][CH2:29][CH2:28][NH:27][CH2:26][CH2:25]3)=[N:10][C:11]=2[CH:12]=[CH:13][CH:14]=1)=[O:4].